From a dataset of Reaction yield outcomes from USPTO patents with 853,638 reactions. Predict the reaction yield, written as a fraction of the theoretical maximum amount of product (1.0 means a 100% yield; for example, 0.34 means a 34% yield). (1) The reactants are Br[C:2]1[N:3]=[CH:4][C:5]([NH:8][C:9](=[O:28])[C@@H:10]([C:17]2[CH:22]=[CH:21][C:20]([S:23]([CH3:26])(=[O:25])=[O:24])=[C:19]([Cl:27])[CH:18]=2)[CH2:11][CH:12]2[CH2:16][CH2:15][CH2:14][CH2:13]2)=[N:6][CH:7]=1.[CH3:29][N:30]([CH3:34])[CH2:31][C:32]#[CH:33].C(N(CC)C(C)C)(C)C. The catalyst is C1(C)C=CC=CC=1.[Cu]I.Cl[Pd](Cl)([P](C1C=CC=CC=1)(C1C=CC=CC=1)C1C=CC=CC=1)[P](C1C=CC=CC=1)(C1C=CC=CC=1)C1C=CC=CC=1. The product is [Cl:27][C:19]1[CH:18]=[C:17]([C@@H:10]([CH2:11][CH:12]2[CH2:16][CH2:15][CH2:14][CH2:13]2)[C:9]([NH:8][C:5]2[CH:4]=[N:3][C:2]([C:33]#[C:32][CH2:31][N:30]([CH3:34])[CH3:29])=[CH:7][N:6]=2)=[O:28])[CH:22]=[CH:21][C:20]=1[S:23]([CH3:26])(=[O:25])=[O:24]. The yield is 0.740. (2) The reactants are [CH2:1]([S:3]([CH2:6][CH2:7][O:8][C:9]1[CH:14]=[C:13]([CH3:15])[C:12]([C:16]2[CH:21]=[CH:20][CH:19]=[C:18]([CH2:22][N:23](S(C3C=CC=CC=3[N+]([O-])=O)(=O)=O)[C:24]3[CH:29]=[CH:28][C:27]([CH2:30][CH2:31][C:32]([O:34][C:35]([CH3:38])([CH3:37])[CH3:36])=[O:33])=[C:26]([F:39])[CH:25]=3)[CH:17]=2)=[C:11]([CH3:52])[CH:10]=1)(=[O:5])=[O:4])[CH3:2].SCC(O)=O.O.[OH-].[Li+]. The catalyst is CN(C)C=O.C(OCC)(=O)C. The product is [CH2:1]([S:3]([CH2:6][CH2:7][O:8][C:9]1[CH:14]=[C:13]([CH3:15])[C:12]([C:16]2[CH:21]=[CH:20][CH:19]=[C:18]([CH2:22][NH:23][C:24]3[CH:29]=[CH:28][C:27]([CH2:30][CH2:31][C:32]([O:34][C:35]([CH3:37])([CH3:36])[CH3:38])=[O:33])=[C:26]([F:39])[CH:25]=3)[CH:17]=2)=[C:11]([CH3:52])[CH:10]=1)(=[O:4])=[O:5])[CH3:2]. The yield is 0.930. (3) The yield is 0.170. The reactants are [H-].[Al+3].[Li+].[H-].[H-].[H-].[Cl-].[Al+3].[Cl-].[Cl-].[CH3:11][O:12][C:13]1[CH:18]=[CH:17][C:16]([N:19]2[CH2:24][CH2:23][N:22]([C:25]3[C:26]([CH3:37])=[C:27]([CH3:36])[C:28]4[O:32][CH2:31][C:30](=O)[C:29]=4[C:34]=3[CH3:35])[CH2:21][CH2:20]2)=[CH:15][CH:14]=1.[OH-].[Na+]. The product is [CH3:11][O:12][C:13]1[CH:14]=[CH:15][C:16]([N:19]2[CH2:24][CH2:23][N:22]([C:25]3[C:26]([CH3:37])=[C:27]([CH3:36])[C:28]4[O:32][CH2:31][CH2:30][C:29]=4[C:34]=3[CH3:35])[CH2:21][CH2:20]2)=[CH:17][CH:18]=1. The catalyst is O.C1COCC1.